Predict the reactants needed to synthesize the given product. From a dataset of Full USPTO retrosynthesis dataset with 1.9M reactions from patents (1976-2016). (1) Given the product [CH3:1][O:2][C:3](=[O:12])[C:4]1[CH:9]=[CH:8][C:7]([Cl:10])=[CH:6][C:5]=1[CH2:11][Br:13], predict the reactants needed to synthesize it. The reactants are: [CH3:1][O:2][C:3](=[O:12])[C:4]1[CH:9]=[CH:8][C:7]([Cl:10])=[CH:6][C:5]=1[CH3:11].[Br:13]N1C(=O)CCC1=O.C(OOC(=O)C1C=CC=CC=1)(=O)C1C=CC=CC=1. (2) Given the product [Br:1][C:2]1[CH:3]=[N:4][C:5]2[N:6]([N:8]=[C:9]([C:11]([N:25]3[CH2:24][CH:23]=[C:22]([C:17]4[CH:18]=[CH:19][CH:20]=[CH:21][C:16]=4[C:15]([F:14])([F:28])[F:29])[CH2:27][CH2:26]3)=[O:13])[CH:10]=2)[CH:7]=1, predict the reactants needed to synthesize it. The reactants are: [Br:1][C:2]1[CH:3]=[N:4][C:5]2[N:6]([N:8]=[C:9]([C:11]([OH:13])=O)[CH:10]=2)[CH:7]=1.[F:14][C:15]([F:29])([F:28])[C:16]1[CH:21]=[CH:20][CH:19]=[CH:18][C:17]=1[C:22]1[CH2:23][CH2:24][NH:25][CH2:26][CH:27]=1. (3) Given the product [C:23]([O:27][C:28](=[O:47])[N:29]([CH:30]1[CH2:35][CH2:34][N:33]([CH2:20][CH2:19][N:10]2[C:11]3[C:16](=[CH:15][CH:14]=[C:13]([O:17][CH3:18])[CH:12]=3)[C:7]([C:5]([NH:4][CH:1]3[CH2:3][CH2:2]3)=[O:6])=[CH:8][C:9]2=[O:22])[CH2:32][CH2:31]1)[CH2:36][C:37]1[CH:46]=[CH:45][C:40]2[O:41][CH2:42][CH2:43][O:44][C:39]=2[CH:38]=1)([CH3:26])([CH3:24])[CH3:25], predict the reactants needed to synthesize it. The reactants are: [CH:1]1([NH:4][C:5]([C:7]2[C:16]3[C:11](=[CH:12][C:13]([O:17][CH3:18])=[CH:14][CH:15]=3)[N:10]([CH2:19][CH:20]=O)[C:9](=[O:22])[CH:8]=2)=[O:6])[CH2:3][CH2:2]1.[C:23]([O:27][C:28](=[O:47])[N:29]([CH2:36][C:37]1[CH:46]=[CH:45][C:40]2[O:41][CH2:42][CH2:43][O:44][C:39]=2[CH:38]=1)[CH:30]1[CH2:35][CH2:34][NH:33][CH2:32][CH2:31]1)([CH3:26])([CH3:25])[CH3:24].C([BH3-])#N.[Na+].C(=O)([O-])O.[Na+]. (4) Given the product [NH2:5][C:6]1[CH:11]=[C:10]([C:12]2[C:13]([C:26]3[CH:27]=[C:28]([NH:32][C:33]([NH:35][C:36]4[CH:41]=[CH:40][C:39]([C:42]([F:44])([F:45])[F:43])=[CH:38][CH:37]=4)=[O:34])[CH:29]=[CH:30][CH:31]=3)=[N:14][NH:15][CH:16]=2)[CH:9]=[CH:8][N:7]=1, predict the reactants needed to synthesize it. The reactants are: C([NH:5][C:6]1[CH:11]=[C:10]([C:12]2[C:13]([C:26]3[CH:27]=[C:28]([NH:32][C:33]([NH:35][C:36]4[CH:41]=[CH:40][C:39]([C:42]([F:45])([F:44])[F:43])=[CH:38][CH:37]=4)=[O:34])[CH:29]=[CH:30][CH:31]=3)=[N:14][N:15](CC3C=CC(OC)=CC=3)[CH:16]=2)[CH:9]=[CH:8][N:7]=1)(C)(C)C.FC(F)(F)C(O)=O.[Na].